The task is: Predict the reactants needed to synthesize the given product.. This data is from Full USPTO retrosynthesis dataset with 1.9M reactions from patents (1976-2016). (1) Given the product [C:22]([O:26][C:27](=[O:30])[CH2:28][NH:9][CH2:8][CH:7]([O:6][Si:5]([C:1]([CH3:3])([CH3:4])[CH3:2])([CH3:12])[CH3:11])[CH3:10])([CH3:25])([CH3:24])[CH3:23], predict the reactants needed to synthesize it. The reactants are: [C:1]([Si:5]([CH3:12])([CH3:11])[O:6][CH:7]([CH3:10])[CH2:8][NH2:9])([CH3:4])([CH3:3])[CH3:2].C(N(C(C)C)CC)(C)C.[C:22]([O:26][C:27](=[O:30])[CH2:28]Br)([CH3:25])([CH3:24])[CH3:23]. (2) Given the product [CH2:33]([O:32][C:30](=[O:31])[CH2:29][C:26]1[CH:25]=[CH:24][C:23]([N:22]2[C:20](=[O:19])[C:5]3[C:4]([O:3][CH2:1][CH3:2])=[C:13]4[CH:12]=[CH:11][CH:10]=[CH:9][C:8]4=[C:7]([O:14][CH2:15][CH3:16])[C:6]=3[C:17]2=[O:18])=[CH:28][CH:27]=1)[CH3:34], predict the reactants needed to synthesize it. The reactants are: [CH2:1]([O:3][C:4]1[C:13]2[C:8](=[CH:9][CH:10]=[CH:11][CH:12]=2)[C:7]([O:14][CH2:15][CH3:16])=[C:6]2[C:17]([O:19][C:20](=O)[C:5]=12)=[O:18])[CH3:2].[NH2:22][C:23]1[CH:28]=[CH:27][C:26]([CH2:29][C:30]([O:32][CH2:33][CH3:34])=[O:31])=[CH:25][CH:24]=1.O. (3) Given the product [Br:1][C:2]1[CH:3]=[CH:4][CH:5]=[C:6]2[C:11]=1[N:10]=[C:9]([Cl:12])[N:8]=[C:7]2[NH2:15], predict the reactants needed to synthesize it. The reactants are: [Br:1][C:2]1[CH:3]=[CH:4][CH:5]=[C:6]2[C:11]=1[N:10]=[C:9]([Cl:12])[N:8]=[C:7]2Cl.[OH-].[NH4+:15].N. (4) Given the product [Na+:1].[S:14]([CH2:13][CH2:12][CH2:11][N:10]([CH2:18][CH2:19][CH2:20][S:21]([O-:24])(=[O:23])=[O:22])[C:7]1[CH:8]=[CH:9][C:4]2[N:3]=[C:49]([C:50]3[CH:55]=[CH:54][N+:53]([CH2:27][CH2:32][CH2:31][CH2:30][CH2:29][C:28]([OH:48])=[O:62])=[CH:52][CH:51]=3)[O:25][C:5]=2[CH:6]=1)([O-:17])(=[O:16])=[O:15], predict the reactants needed to synthesize it. The reactants are: [Na+:1].[Na+].[NH2:3][C:4]1[CH:9]=[CH:8][C:7]([N:10]([CH2:18][CH2:19][CH2:20][S:21]([O-:24])(=[O:23])=[O:22])[CH2:11][CH2:12][CH2:13][S:14]([OH:17])(=[O:16])=[O:15])=[CH:6][C:5]=1[OH:25].N[C:27]1[CH:32]=[CH:31][C:30](N(CCCS(O)(=O)=O)CCCS([O-])(=O)=O)=[CH:29][C:28]=1[OH:48].[C:49](O)(=O)[C:50]1[CH:55]=[CH:54][N:53]=[CH:52][CH:51]=1.C[Si]([O:62]P(=O)=O)(C)C.[OH-].[Na+].